From a dataset of Catalyst prediction with 721,799 reactions and 888 catalyst types from USPTO. Predict which catalyst facilitates the given reaction. (1) Reactant: [CH3:1][O:2][C:3]1[CH:4]=[C:5]([CH:8]=[C:9]([O:11][CH3:12])[CH:10]=1)[C:6]#[N:7].Cl.[OH:14][NH2:15].C(=O)([O-])[O-].[K+].[K+]. Product: [OH:14][N:15]=[C:6]([NH2:7])[C:5]1[CH:8]=[C:9]([O:11][CH3:12])[CH:10]=[C:3]([O:2][CH3:1])[CH:4]=1. The catalyst class is: 8. (2) Reactant: [Cl:1][C:2]1[CH:27]=[N:26][C:5]2=[N:6][C:7]([N:19]3[CH2:24][CH2:23][N:22]([CH3:25])[CH2:21][CH2:20]3)=[C:8]([NH:10][CH2:11][CH:12](OCC)OCC)[N:9]=[C:4]2[CH:3]=1.CC1C=CC(S(O)(=O)=O)=CC=1. Product: [Cl:1][C:2]1[CH:27]=[N:26][C:5]2[N:6]=[C:7]([N:19]3[CH2:24][CH2:23][N:22]([CH3:25])[CH2:21][CH2:20]3)[C:8]3[N:9]([CH:12]=[CH:11][N:10]=3)[C:4]=2[CH:3]=1. The catalyst class is: 41. (3) Reactant: S(Cl)([Cl:3])=O.[CH3:5][O:6][C:7]1[CH:8]=[C:9]([CH:14]=[CH:15][C:16]([OH:18])=O)[CH:10]=[CH:11][C:12]=1[CH3:13]. Product: [CH3:5][O:6][C:7]1[CH:8]=[C:9]([CH:14]=[CH:15][C:16]([Cl:3])=[O:18])[CH:10]=[CH:11][C:12]=1[CH3:13]. The catalyst class is: 11. (4) Reactant: [Si:1]([O:8][CH:9]1[CH2:13][CH2:12][N:11]([C:14]2[CH:22]=[C:21]3[C:17]([CH:18]=[CH:19][NH:20]3)=[CH:16][CH:15]=2)[CH2:10]1)([C:4]([CH3:7])([CH3:6])[CH3:5])([CH3:3])[CH3:2].[CH3:23][C:24]1[C:29](/[CH:30]=[CH:31]/[N+:32]([O-:34])=[O:33])=[CH:28][CH:27]=[CH:26][C:25]=1[NH:35][C:36](=[O:45])[O:37][CH2:38][C:39]1[CH:44]=[CH:43][CH:42]=[CH:41][CH:40]=1. Product: [Si:1]([O:8][CH:9]1[CH2:13][CH2:12][N:11]([C:14]2[CH:22]=[C:21]3[C:17]([C:18]([CH:30]([C:29]4[C:24]([CH3:23])=[C:25]([NH:35][C:36](=[O:45])[O:37][CH2:38][C:39]5[CH:40]=[CH:41][CH:42]=[CH:43][CH:44]=5)[CH:26]=[CH:27][CH:28]=4)[CH2:31][N+:32]([O-:34])=[O:33])=[CH:19][NH:20]3)=[CH:16][CH:15]=2)[CH2:10]1)([C:4]([CH3:7])([CH3:5])[CH3:6])([CH3:3])[CH3:2]. The catalyst class is: 1. (5) Reactant: [N+:1]([C:4]1[C:5]([C:14]([O:16][CH2:17][CH3:18])=[O:15])=[CH:6][C:7]2[O:12][CH2:11][CH2:10][O:9][C:8]=2[CH:13]=1)([O-])=O.[H][H]. Product: [NH2:1][C:4]1[C:5]([C:14]([O:16][CH2:17][CH3:18])=[O:15])=[CH:6][C:7]2[O:12][CH2:11][CH2:10][O:9][C:8]=2[CH:13]=1. The catalyst class is: 99. (6) Reactant: CO[C:3](=[O:25])[C:4]1[CH:9]=[C:8]([CH2:10][CH2:11][CH2:12][O:13]C2CCCCO2)[C:7]([C:20]([F:23])([F:22])[F:21])=[CH:6][C:5]=1[NH2:24].CC[N:28]([CH2:31]C)CC.[CH3:33][S:34]([NH:37]N)(=[O:36])=[O:35].[OH-:39].[Na+].Cl. Product: [OH:13][CH2:12][CH2:11][CH2:10][C:8]1[CH:9]=[C:4]2[C:5](=[CH:6][C:7]=1[C:20]([F:21])([F:22])[F:23])[NH:24][C:31](=[O:39])[N:28]([NH:37][S:34]([CH3:33])(=[O:36])=[O:35])[C:3]2=[O:25]. The catalyst class is: 49.